From a dataset of Forward reaction prediction with 1.9M reactions from USPTO patents (1976-2016). Predict the product of the given reaction. (1) The product is: [C:1]([C:5]1[CH:25]=[CH:24][CH:23]=[CH:22][C:6]=1[O:7][CH:8]1[CH2:11][N:10]([C:12]([C:14]2[CH:15]=[CH:16][C:17]([CH:18]=[C:36]3[S:32][C:33](=[O:38])[NH:34][C:35]3=[O:37])=[CH:20][CH:21]=2)=[O:13])[CH2:9]1)([CH3:4])([CH3:2])[CH3:3]. Given the reactants [C:1]([C:5]1[CH:25]=[CH:24][CH:23]=[CH:22][C:6]=1[O:7][CH:8]1[CH2:11][N:10]([C:12]([C:14]2[CH:21]=[CH:20][C:17]([CH:18]=O)=[CH:16][CH:15]=2)=[O:13])[CH2:9]1)([CH3:4])([CH3:3])[CH3:2].N1CCCCC1.[S:32]1[CH2:36][C:35](=[O:37])[NH:34][C:33]1=[O:38].C(O)(=O)C, predict the reaction product. (2) Given the reactants BrC[CH2:3][CH2:4][C:5]([O:7][CH2:8][CH3:9])=[O:6].[F:10][C:11]([F:21])([F:20])[O:12][C:13]1[CH:14]=[C:15]([OH:19])[CH:16]=[CH:17][CH:18]=1.C(=O)([O-])[O-].[K+].[K+], predict the reaction product. The product is: [F:10][C:11]([F:20])([F:21])[O:12][C:13]1[CH:14]=[C:15]([CH:16]=[CH:17][CH:18]=1)[O:19][CH2:3][CH2:4][C:5]([O:7][CH2:8][CH3:9])=[O:6]. (3) Given the reactants [CH3:1][C:2]1[CH:3]=[C:4]([CH:6]=[CH:7][C:8]=1[O:9][C:10]1[CH:15]=[CH:14][CH:13]=[C:12]([CH:16]=[CH:17][CH:18]([CH3:20])[CH3:19])[CH:11]=1)[NH2:5].C1(SSC2C=CC=CC=2)C=CC=CC=1.N(C(CC)C#N)=NC(CC)C#N.O, predict the reaction product. The product is: [CH3:1][C:2]1[CH:3]=[C:4]([CH:6]=[CH:7][C:8]=1[O:9][C:10]1[CH:15]=[CH:14][CH:13]=[C:12](/[CH:16]=[CH:17]/[CH:18]([CH3:20])[CH3:19])[CH:11]=1)[NH2:5]. (4) Given the reactants [NH2:1][C:2]1[C:3]2[C:10]([C:11]3[CH:16]=[CH:15][C:14]([O:17][C:18]4[CH:23]=[CH:22][CH:21]=[CH:20][CH:19]=4)=[CH:13][CH:12]=3)=[CH:9][N:8]([CH:24]3[CH2:29][CH2:28][C:27](=[CH:30][C:31]([OH:33])=[O:32])[CH2:26][CH2:25]3)[C:4]=2[N:5]=[CH:6][N:7]=1.[OH-].[Na+].C(O)C.O, predict the reaction product. The product is: [NH2:1][C:2]1[C:3]2[C:10]([C:11]3[CH:12]=[CH:13][C:14]([O:17][C:18]4[CH:23]=[CH:22][CH:21]=[CH:20][CH:19]=4)=[CH:15][CH:16]=3)=[CH:9][N:8]([CH:24]3[CH2:25][CH2:26][CH:27]([CH2:30][C:31]([OH:33])=[O:32])[CH2:28][CH2:29]3)[C:4]=2[N:5]=[CH:6][N:7]=1. (5) Given the reactants [CH3:1][NH:2][C:3]1[CH:4]=[C:5]([CH2:12][C:13]([NH2:15])=[O:14])[CH:6]=[CH:7][C:8]=1[N+:9]([O-])=O, predict the reaction product. The product is: [NH2:9][C:8]1[CH:7]=[CH:6][C:5]([CH2:12][C:13]([NH2:15])=[O:14])=[CH:4][C:3]=1[NH:2][CH3:1].